This data is from Reaction yield outcomes from USPTO patents with 853,638 reactions. The task is: Predict the reaction yield, written as a fraction of the theoretical maximum amount of product (1.0 means a 100% yield; for example, 0.34 means a 34% yield). The reactants are [OH:1][C@@H:2]1[C@H:7]([NH:8][C:9](=[O:15])[O:10][C:11]([CH3:14])([CH3:13])[CH3:12])[CH:6]=[C:5]([C:16]2[CH:21]=[CH:20][N:19]=[CH:18][C:17]=2[N+:22]([O-:24])=[O:23])[CH2:4][C@@H:3]1[CH3:25].[C:26](#[N:29])[CH:27]=[CH2:28].C(=O)([O-])[O-].[Cs+].[Cs+].C([O-])(O)=O.[Na+]. The catalyst is CC(O)(C)C.O. The product is [C:26]([CH2:27][CH2:28][O:1][C@@H:2]1[C@H:7]([NH:8][C:9](=[O:15])[O:10][C:11]([CH3:12])([CH3:13])[CH3:14])[CH:6]=[C:5]([C:16]2[CH:21]=[CH:20][N:19]=[CH:18][C:17]=2[N+:22]([O-:24])=[O:23])[CH2:4][C@@H:3]1[CH3:25])#[N:29]. The yield is 0.940.